From a dataset of Reaction yield outcomes from USPTO patents with 853,638 reactions. Predict the reaction yield, written as a fraction of the theoretical maximum amount of product (1.0 means a 100% yield; for example, 0.34 means a 34% yield). (1) The reactants are [Cl:1][C:2]1[N:7]=[C:6](Cl)[C:5]([F:9])=[CH:4][N:3]=1.[Cl:10][C:11]1[CH:12]=[C:13](B(O)O)[CH:14]=[CH:15][C:16]=1[Cl:17].C(=O)([O-])[O-].[K+].[K+]. The catalyst is C1COCC1.O.C(OCC)(=O)C.C1C=CC([P]([Pd]([P](C2C=CC=CC=2)(C2C=CC=CC=2)C2C=CC=CC=2)([P](C2C=CC=CC=2)(C2C=CC=CC=2)C2C=CC=CC=2)[P](C2C=CC=CC=2)(C2C=CC=CC=2)C2C=CC=CC=2)(C2C=CC=CC=2)C2C=CC=CC=2)=CC=1. The product is [Cl:1][C:2]1[N:7]=[C:6]([C:14]2[CH:13]=[CH:12][C:11]([Cl:10])=[C:16]([Cl:17])[CH:15]=2)[C:5]([F:9])=[CH:4][N:3]=1. The yield is 0.741. (2) The reactants are Cl[C:2]1[C:7]([CH:8]=[O:9])=[C:6]([NH:10][C:11]2[CH:16]=[CH:15][CH:14]=[CH:13][C:12]=2[Cl:17])[N:5]=[C:4]([S:18][CH3:19])[N:3]=1.[H-].[Na+].[C:22]1([OH:28])[CH:27]=[CH:26][CH:25]=[CH:24][CH:23]=1. The catalyst is CS(C)=O. The product is [Cl:17][C:12]1[CH:13]=[CH:14][CH:15]=[CH:16][C:11]=1[NH:10][C:6]1[C:7]([CH:8]=[O:9])=[C:2]([O:28][C:22]2[CH:27]=[CH:26][CH:25]=[CH:24][CH:23]=2)[N:3]=[C:4]([S:18][CH3:19])[N:5]=1. The yield is 0.450. (3) The reactants are O[C:2]1[N:7]2[N:8]=[CH:9][CH:10]=[C:6]2[N:5]=[CH:4][C:3]=1[C:11]([O:13][CH2:14][CH3:15])=[O:12].[F:16][C:17]1[CH:23]=[CH:22][C:21]([CH3:24])=[CH:20][C:18]=1[NH2:19]. No catalyst specified. The product is [F:16][C:17]1[CH:23]=[CH:22][C:21]([CH3:24])=[CH:20][C:18]=1[NH:19][C:2]1[N:7]2[N:8]=[CH:9][CH:10]=[C:6]2[N:5]=[CH:4][C:3]=1[C:11]([O:13][CH2:14][CH3:15])=[O:12]. The yield is 0.500. (4) The reactants are [Br:1][C:2]1[CH:7]=[CH:6][C:5]([N+:8]([O-:10])=[O:9])=[C:4](F)[CH:3]=1.[CH2:12]([NH:16][CH2:17][C:18]([OH:20])=[O:19])[CH2:13][CH2:14][CH3:15].O. The catalyst is C(O)C.[OH-].[Na+]. The product is [Br:1][C:2]1[CH:7]=[CH:6][C:5]([N+:8]([O-:10])=[O:9])=[C:4]([N:16]([CH2:17][C:18]([OH:20])=[O:19])[CH2:12][CH2:13][CH2:14][CH3:15])[CH:3]=1. The yield is 0.220. (5) The reactants are [I:1][C:2]1[CH:3]=[C:4]2[C:8](=[CH:9][CH:10]=1)[NH:7][C:6](=[O:11])[C:5]2=O.[CH2:13]([O:19][C:20]1[CH:38]=[CH:37][C:23]([C:24]([NH:26][C:27]2[CH:32]=[CH:31][C:30]([C:33]([NH:35][NH2:36])=[O:34])=[CH:29][CH:28]=2)=[O:25])=[CH:22][CH:21]=1)[CH2:14][CH2:15][CH2:16][CH2:17][CH3:18]. The catalyst is C(O)(=O)C. The product is [CH2:13]([O:19][C:20]1[CH:38]=[CH:37][C:23]([C:24]([NH:26][C:27]2[CH:28]=[CH:29][C:30]([C:33]([NH:35][N:36]=[C:5]3[C:4]4[C:8](=[CH:9][CH:10]=[C:2]([I:1])[CH:3]=4)[NH:7][C:6]3=[O:11])=[O:34])=[CH:31][CH:32]=2)=[O:25])=[CH:22][CH:21]=1)[CH2:14][CH2:15][CH2:16][CH2:17][CH3:18]. The yield is 0.900. (6) The reactants are [N:1]([CH2:4][C:5]1[CH:13]=[CH:12][C:8]([C:9]([OH:11])=[O:10])=[C:7]([Cl:14])[CH:6]=1)=[N+:2]=[N-:3].O[N:16]1[C:20](=[O:21])[CH2:19][CH2:18][C:17]1=[O:22].C1(N=C=NC2CCCCC2)CCCCC1. The catalyst is O1CCCC1. The product is [N:1]([CH2:4][C:5]1[CH:13]=[CH:12][C:8]([C:9]([O:11][N:16]2[C:20](=[O:21])[CH2:19][CH2:18][C:17]2=[O:22])=[O:10])=[C:7]([Cl:14])[CH:6]=1)=[N+:2]=[N-:3]. The yield is 0.970. (7) The product is [CH3:36][O:38][C:39](=[O:40])[NH:19][C:18]1[CH:20]=[CH:21][C:15]([C:13]2[N:12]=[C:11]3[N:22]([CH:25]([CH3:27])[CH3:26])[N:23]=[CH:24][C:10]3=[C:9]([N:3]3[CH2:2][CH:1]4[O:8][CH:5]([CH2:6][CH2:7]4)[CH2:4]3)[N:14]=2)=[CH:16][CH:17]=1. The reactants are [CH:1]12[O:8][CH:5]([CH2:6][CH2:7]1)[CH2:4][N:3]([C:9]1[N:14]=[C:13]([C:15]3[CH:21]=[CH:20][C:18]([NH2:19])=[CH:17][CH:16]=3)[N:12]=[C:11]3[N:22]([CH:25]([CH3:27])[CH3:26])[N:23]=[CH:24][C:10]=13)[CH2:2]2.C(N(CC)CC)C.Cl[C:36](Cl)([O:38][C:39](=O)[O:40]C(Cl)(Cl)Cl)Cl.N(C1C=CC(C2N=C3N(C(C)C)N=CC3=C(N3CC4OC(CC4)C3)N=2)=CC=1)=C=O. The yield is 0.480. The catalyst is ClCCl.CO. (8) The reactants are [F:1][C:2]1[C:8]([F:9])=[CH:7][CH:6]=[CH:5][C:3]=1[NH2:4].[N:10]([O-])=O.[Na+].C([O-])(=O)C.[Na+].[C:19]([CH2:22][C:23](=[O:25])[CH3:24])(=[O:21])[CH3:20]. The catalyst is C(O)(=O)C.Cl.O. The product is [F:1][C:2]1[C:8]([F:9])=[CH:7][CH:6]=[CH:5][C:3]=1[NH:4][N:10]=[C:22]([C:23](=[O:25])[CH3:24])[C:19](=[O:21])[CH3:20]. The yield is 0.480. (9) The reactants are [F:1][C:2]([F:21])([F:20])[C:3]([N:5]1[CH2:10][CH2:9][CH:8]([C:11]2[CH:19]=[CH:18][C:14]([C:15](Cl)=[O:16])=[CH:13][CH:12]=2)[CH2:7][CH2:6]1)=[O:4].CCN(C(C)C)C(C)C. The catalyst is CCOC(C)=O.[Pd]. The product is [F:21][C:2]([F:1])([F:20])[C:3]([N:5]1[CH2:6][CH2:7][CH:8]([C:11]2[CH:12]=[CH:13][C:14]([CH:15]=[O:16])=[CH:18][CH:19]=2)[CH2:9][CH2:10]1)=[O:4]. The yield is 0.590. (10) The reactants are [Br:1][C:2]1[CH:7]=[CH:6][C:5]([O:8]C)=[CH:4][CH:3]=1.[Cl-].[Al+3].[Cl-].[Cl-].[C:14](Cl)(=[O:19])[CH2:15][CH:16]([CH3:18])[CH3:17].Cl. The product is [Br:1][C:2]1[CH:3]=[CH:4][C:5]([OH:8])=[C:6]([C:14](=[O:19])[CH2:15][CH:16]([CH3:18])[CH3:17])[CH:7]=1. The catalyst is ClCCl. The yield is 0.440.